This data is from Drug-target binding data from BindingDB patent sources. The task is: Regression. Given a target protein amino acid sequence and a drug SMILES string, predict the binding affinity score between them. We predict pAffinity (pAffinity = -log10(affinity in M)). Dataset: bindingdb_patent. (1) The compound is COc1ccc(Nc2cc(ncn2)-c2ccccc2OC)cc1NC(N)=O. The target protein (P50750) has sequence MAKQYDSVECPFCDEVSKYEKLAKIGQGTFGEVFKARHRKTGQKVALKKVLMENEKEGFPITALREIKILQLLKHENVVNLIEICRTKASPYNRCKGSIYLVFDFCEHDLAGLLSNVLVKFTLSEIKRVMQMLLNGLYYIHRNKILHRDMKAANVLITRDGVLKLADFGLARAFSLAKNSQPNRYTNRVVTLWYRPPELLLGERDYGPPIDLWGAGCIMAEMWTRSPIMQGNTEQHQLALISQLCGSITPEVWPNVDNYELYEKLELVKGQKRKVKDRLKAYVRDPYALDLIDKLLVLDPAQRIDSDDALNHDFFWSDPMPSDLKGMLSTHLTSMFEYLAPPRRKGSQITQQSTNQSRNPATTNQTEFERVF. The pAffinity is 6.0. (2) The drug is C[C@@H]1Cc2c(oc3cccc(F)c23)[C@H](N1CC(C)(C)F)c1c(F)cc(\C=C\C(O)=O)cc1F. The target protein (Q99527) has sequence MDVTSQARGVGLEMYPGTAQPAAPNTTSPELNLSHPLLGTALANGTGELSEHQQYVIGLFLSCLYTIFLFPIGFVGNILILVVNISFREKMTIPDLYFINLAVADLILVADSLIEVFNLHERYYDIAVLCTFMSLFLQVNMYSSVFFLTWMSFDRYIALARAMRCSLFRTKHHARLSCGLIWMASVSATLVPFTAVHLQHTDEACFCFADVREVQWLEVTLGFIVPFAIIGLCYSLIVRVLVRAHRHRGLRPRRQKALRMILAVVLVFFVCWLPENVFISVHLLQRTQPGAAPCKQSFRHAHPLTGHIVNLAAFSNSCLNPLIYSFLGETFRDKLRLYIEQKTNLPALNRFCHAALKAVIPDSTEQSDVRFSSAV. The pAffinity is 9.5.